This data is from Full USPTO retrosynthesis dataset with 1.9M reactions from patents (1976-2016). The task is: Predict the reactants needed to synthesize the given product. Given the product [NH2:20][C:17]1[CH:18]=[CH:19][C:14]([N:11]2[CH2:12][CH2:13][N:8]([C:6]([O:5][C:1]([CH3:2])([CH3:4])[CH3:3])=[O:7])[CH2:9][CH2:10]2)=[CH:15][C:16]=1[CH2:21][NH2:22], predict the reactants needed to synthesize it. The reactants are: [C:1]([O:5][C:6]([N:8]1[CH2:13][CH2:12][N:11]([C:14]2[CH:19]=[CH:18][C:17]([NH2:20])=[C:16]([CH2:21][NH:22]C(=O)C)[CH:15]=2)[CH2:10][CH2:9]1)=[O:7])([CH3:4])([CH3:3])[CH3:2].[OH-].[K+].O.